The task is: Predict the product of the given reaction.. This data is from Forward reaction prediction with 1.9M reactions from USPTO patents (1976-2016). (1) The product is: [O:22]=[C:8]1[C:7]2[C:2](=[N:3][CH:4]=[CH:5][CH:6]=2)[O:11][C:10]([C:12]2[CH:13]=[C:14]([CH:19]=[CH:20][CH:21]=2)[C:15]([O:17][CH3:18])=[O:16])=[CH:9]1. Given the reactants Cl[C:2]1[C:7]([C:8](=[O:22])[CH2:9][C:10]([C:12]2[CH:13]=[C:14]([CH:19]=[CH:20][CH:21]=2)[C:15]([O:17][CH3:18])=[O:16])=[O:11])=[CH:6][CH:5]=[CH:4][N:3]=1.C([O-])([O-])=O.[K+].[K+].Cl, predict the reaction product. (2) Given the reactants [CH3:1][O:2][C:3]1[N:8]=[CH:7][C:6]([C:9]2[O:10][C:11]3[CH:27]=[CH:26][C:25]([NH:28]C(OC(C)(C)C)=O)=[CH:24][C:12]=3[C:13](=[O:23])[C:14]=2[O:15][CH2:16][C:17]2[CH:22]=[CH:21][CH:20]=[CH:19][CH:18]=2)=[CH:5][CH:4]=1, predict the reaction product. The product is: [CH3:1][O:2][C:3]1[N:8]=[CH:7][C:6]([C:9]2[O:10][C:11]3[CH:27]=[CH:26][C:25]([NH2:28])=[CH:24][C:12]=3[C:13](=[O:23])[C:14]=2[O:15][CH2:16][C:17]2[CH:22]=[CH:21][CH:20]=[CH:19][CH:18]=2)=[CH:5][CH:4]=1.